From a dataset of Forward reaction prediction with 1.9M reactions from USPTO patents (1976-2016). Predict the product of the given reaction. (1) Given the reactants [H-].[H-].[H-].[H-].[Li+].[Al+3].[F:7][C:8]1[CH:13]=[CH:12][C:11]([C:14]2[NH:18][C:17](/[CH:19]=[CH:20]/[C:21]3[CH:26]=[CH:25][C:24]([N:27]4[CH:31]=[C:30]([CH3:32])[N:29]=[CH:28]4)=[C:23]([O:33][CH3:34])[CH:22]=3)=[N:16][C:15]=2[C:35](OC)=[O:36])=[CH:10][CH:9]=1.C(OCC)(=O)C, predict the reaction product. The product is: [F:7][C:8]1[CH:9]=[CH:10][C:11]([C:14]2[NH:18][C:17](/[CH:19]=[CH:20]/[C:21]3[CH:26]=[CH:25][C:24]([N:27]4[CH:31]=[C:30]([CH3:32])[N:29]=[CH:28]4)=[C:23]([O:33][CH3:34])[CH:22]=3)=[N:16][C:15]=2[CH2:35][OH:36])=[CH:12][CH:13]=1. (2) Given the reactants COC1C=C(OC)C=CC=1[CH2:5][NH:6][C:7]1[CH:14]=[CH:13][C:10]([C:11]#[N:12])=[CH:9][C:8]=1[NH:15][C:16]1[N:21]=[C:20]([S:22][C:23]#[N:24])[C:19]([N+:25]([O-:27])=[O:26])=[CH:18][N:17]=1.C([SiH](CC)CC)C, predict the reaction product. The product is: [N+:25]([C:19]1[C:20]([S:22][C:23]#[N:24])=[N:21][C:16]([N:15]2[C:8]3[CH:9]=[C:10]([C:11]#[N:12])[CH:13]=[CH:14][C:7]=3[N:6]=[CH:5]2)=[N:17][CH:18]=1)([O-:27])=[O:26]. (3) Given the reactants [BH4-].[Na+].[CH3:3][O:4][C:5]1[CH:6]=[C:7]([CH:22]=[O:23])[C:8]2[O:12][C:11]([C:13]3[CH:18]=[CH:17][C:16]([O:19][CH3:20])=[CH:15][CH:14]=3)=[N:10][C:9]=2[CH:21]=1, predict the reaction product. The product is: [CH3:3][O:4][C:5]1[CH:6]=[C:7]([CH2:22][OH:23])[C:8]2[O:12][C:11]([C:13]3[CH:14]=[CH:15][C:16]([O:19][CH3:20])=[CH:17][CH:18]=3)=[N:10][C:9]=2[CH:21]=1.